This data is from Catalyst prediction with 721,799 reactions and 888 catalyst types from USPTO. The task is: Predict which catalyst facilitates the given reaction. (1) Reactant: Br[C:2]1[CH:3]=[CH:4][C:5]([NH2:15])=[N:6][C:7]=1[C:8]1[CH:13]=[CH:12][CH:11]=[C:10]([F:14])[CH:9]=1.CC1(C)C(C)(C)OB([C:24]2[CH:29]=[CH:28][N:27]=[CH:26][CH:25]=2)O1.C(=O)([O-])[O-].[Cs+].[Cs+]. Product: [F:14][C:10]1[CH:9]=[C:8]([C:7]2[C:2]([C:24]3[CH:29]=[CH:28][N:27]=[CH:26][CH:25]=3)=[CH:3][CH:4]=[C:5]([NH2:15])[N:6]=2)[CH:13]=[CH:12][CH:11]=1. The catalyst class is: 12. (2) Reactant: [OH:1][CH2:2][CH2:3][CH2:4][NH:5][C:6]([C:8]1[CH:12]=[C:11]([C:13]2[CH:18]=[C:17]([O:19][C:20]3[CH:25]=[CH:24][C:23]([NH:26][C:27]([NH:29][C:30]4[CH:35]=[CH:34][CH:33]=[C:32]([CH3:36])[CH:31]=4)=[O:28])=[CH:22][CH:21]=3)[CH:16]=[CH:15][N:14]=2)[NH:10][CH:9]=1)=[O:7].CC(OI1(OC(C)=O)(OC(C)=O)OC(=O)C2C=CC=CC1=2)=O.O.C([O-])(O)=O.[Na+]. Product: [CH3:36][C:32]1[CH:31]=[C:30]([NH:29][C:27]([NH:26][C:23]2[CH:24]=[CH:25][C:20]([O:19][C:17]3[CH:16]=[CH:15][N:14]=[C:13]([C:11]4[NH:10][CH:9]=[C:8]([C:6]([NH:5][CH2:4][CH2:3][CH:2]=[O:1])=[O:7])[CH:12]=4)[CH:18]=3)=[CH:21][CH:22]=2)=[O:28])[CH:35]=[CH:34][CH:33]=1. The catalyst class is: 3.